From a dataset of Full USPTO retrosynthesis dataset with 1.9M reactions from patents (1976-2016). Predict the reactants needed to synthesize the given product. Given the product [F:1][CH2:2][C:3]1([NH:21][C:22](=[O:28])[O:23][C:24]([CH3:25])([CH3:27])[CH3:26])[CH2:7][CH2:6][N:5]([C@H:8]([C:13]2[CH:18]=[CH:17][C:16]3[N:15]([C:43]([C:40]4[CH:39]=[CH:38][C:37]5[C:42](=[C:33]([O:32][CH:29]([CH3:31])[CH3:30])[CH:34]=[CH:35][CH:36]=5)[N:41]=4)=[N:20][N:19]=3)[CH:14]=2)[C:9]([F:12])([F:10])[F:11])[CH2:4]1, predict the reactants needed to synthesize it. The reactants are: [F:1][CH2:2][C:3]1([NH:21][C:22](=[O:28])[O:23][C:24]([CH3:27])([CH3:26])[CH3:25])[CH2:7][CH2:6][N:5]([C@H:8]([C:13]2[CH:14]=[N:15][C:16]([NH:19][NH2:20])=[CH:17][CH:18]=2)[C:9]([F:12])([F:11])[F:10])[CH2:4]1.[CH:29]([O:32][C:33]1[CH:34]=[CH:35][CH:36]=[C:37]2[C:42]=1[N:41]=[C:40]([CH:43]=O)[CH:39]=[CH:38]2)([CH3:31])[CH3:30].